Dataset: Catalyst prediction with 721,799 reactions and 888 catalyst types from USPTO. Task: Predict which catalyst facilitates the given reaction. (1) Reactant: [CH2:1]([CH:3]([C:6]1[C:7]2[N:8]([C:13]([C:17]3[S:18][CH:19]=[CH:20][C:21]=3[O:22][CH3:23])=[C:14]([CH3:16])[N:15]=2)[N:9]=[C:10]([CH3:12])[CH:11]=1)[CH2:4][CH3:5])[CH3:2].C1C(=O)N([I:31])C(=O)C1. Product: [CH2:1]([CH:3]([C:6]1[C:7]2[N:8]([C:13]([C:17]3[S:18][C:19]([I:31])=[CH:20][C:21]=3[O:22][CH3:23])=[C:14]([CH3:16])[N:15]=2)[N:9]=[C:10]([CH3:12])[CH:11]=1)[CH2:4][CH3:5])[CH3:2]. The catalyst class is: 23. (2) Reactant: O=C1C2C(=CC=CC=2)C(=O)[N:3]1[O:12][C@@H:13]([CH2:26][C:27]([O:29][C:30]([CH3:33])([CH3:32])[CH3:31])=[O:28])[C:14]([O:16][CH2:17][C:18]1[CH:23]=[CH:22][C:21]([O:24][CH3:25])=[CH:20][CH:19]=1)=[O:15].CNN. Product: [NH2:3][O:12][C@@H:13]([CH2:26][C:27]([O:29][C:30]([CH3:33])([CH3:32])[CH3:31])=[O:28])[C:14]([O:16][CH2:17][C:18]1[CH:23]=[CH:22][C:21]([O:24][CH3:25])=[CH:20][CH:19]=1)=[O:15]. The catalyst class is: 4. (3) Reactant: C[O:2][C:3]1[C:8]([CH3:9])=[CH:7][C:6]([CH2:10][C:11]#[N:12])=[C:5]([CH3:13])[CH:4]=1.B(Br)(Br)Br. Product: [OH:2][C:3]1[C:8]([CH3:9])=[CH:7][C:6]([CH2:10][C:11]#[N:12])=[C:5]([CH3:13])[CH:4]=1. The catalyst class is: 4. (4) Reactant: [F:1][C:2]1[CH:3]=[C:4]([C:11]2[CH2:15][O:14][C:13](=[O:16])[C:12]=2[C:17]2[CH:22]=[CH:21][CH:20]=[CH:19][CH:18]=2)[CH:5]=[C:6]([F:10])[C:7]=1[S:8][CH3:9].[OH2:23].[OH2:24].O.O.O.O.C(OO)(=O)C1C(=CC=CC=1)C(O)=O.O.O.O.O.O.O.O.C(O[O-])(=O)C1C(=CC=CC=1)C([O-])=O.[Mg+2]. Product: [F:1][C:2]1[CH:3]=[C:4]([C:11]2[CH2:15][O:14][C:13](=[O:16])[C:12]=2[C:17]2[CH:18]=[CH:19][CH:20]=[CH:21][CH:22]=2)[CH:5]=[C:6]([F:10])[C:7]=1[S:8]([CH3:9])(=[O:24])=[O:23]. The catalyst class is: 98. (5) Reactant: Cl[C:2]1[C:11]2[C:6](=[CH:7][C:8](OCCCN3CCCCC3)=[C:9](OC)[CH:10]=2)[N:5]=[CH:4][N:3]=1.C(=O)([O-])[O-].[K+].[K+].CC1C2C(=CC=C(O)C=2)NC=1. Product: [N:5]1[C:6]2[C:11](=[CH:10][CH:9]=[CH:8][CH:7]=2)[CH:2]=[N:3][CH:4]=1. The catalyst class is: 44.